Dataset: Catalyst prediction with 721,799 reactions and 888 catalyst types from USPTO. Task: Predict which catalyst facilitates the given reaction. (1) Reactant: [Br:1][C:2]1[CH:3]=[CH:4][C:5]([S:10][CH3:11])=[C:6]([CH:9]=1)[CH:7]=O.[CH3:12][O:13][NH3+:14].[Cl-].O. Product: [CH3:12][O:13][N:14]=[CH:7][C:6]1[CH:9]=[C:2]([Br:1])[CH:3]=[CH:4][C:5]=1[S:10][CH3:11]. The catalyst class is: 17. (2) Reactant: C(OC(=O)[N:7]([C@@:18]1([CH3:27])[CH2:20][C@@H:19]1[C:21]1[CH:26]=[CH:25][CH:24]=[CH:23][CH:22]=1)[CH2:8][C:9]([N:11]1[CH2:16][CH2:15][N:14]([CH3:17])[CH2:13][CH2:12]1)=[O:10])(C)(C)C.[ClH:29]. Product: [ClH:29].[ClH:29].[CH3:27][C@:18]1([NH:7][CH2:8][C:9]([N:11]2[CH2:12][CH2:13][N:14]([CH3:17])[CH2:15][CH2:16]2)=[O:10])[CH2:20][C@@H:19]1[C:21]1[CH:22]=[CH:23][CH:24]=[CH:25][CH:26]=1. The catalyst class is: 135. (3) Reactant: CO[C:3]([C:5]1[NH:6][C:7]2[CH:8]=[CH:9][CH:10]=[C:11]3[C:17](=[O:18])[NH:16][CH2:15][CH2:14][C:13]=1[C:12]=23)=[O:4].[CH3:19][NH2:20]. Product: [CH3:19][NH:20][C:3]([C:5]1[NH:6][C:7]2[CH:8]=[CH:9][CH:10]=[C:11]3[C:17](=[O:18])[NH:16][CH2:15][CH2:14][C:13]=1[C:12]=23)=[O:4]. The catalyst class is: 5. (4) Reactant: [OH-].[Na+].[CH3:3][C:4]([CH:6]=O)=O.[NH2:8][CH:9]([C:13]([NH2:15])=[O:14])[C:10]([NH2:12])=[O:11].Cl. Product: [OH:11][C:10]1[C:9]([C:13]([NH2:15])=[O:14])=[N:8][C:4]([CH3:6])=[CH:3][N:12]=1. The catalyst class is: 6. (5) Reactant: [CH3:1][N:2]1[C:6]2=[N:7][CH:8]=[C:9]([C:11]([F:14])([F:13])[F:12])[CH:10]=[C:5]2[C:4]([NH:15][CH2:16][C:17]([OH:19])=O)=[N:3]1.[NH2:20][CH:21]1[CH2:24][N:23]([C:25]([O:27][C:28]([CH3:31])([CH3:30])[CH3:29])=[O:26])[CH2:22]1.CCN=C=NCCCN(C)C.C1C=CC2N(O)N=NC=2C=1. Product: [CH3:1][N:2]1[C:6]2=[N:7][CH:8]=[C:9]([C:11]([F:12])([F:13])[F:14])[CH:10]=[C:5]2[C:4]([NH:15][CH2:16][C:17]([NH:20][CH:21]2[CH2:22][N:23]([C:25]([O:27][C:28]([CH3:31])([CH3:30])[CH3:29])=[O:26])[CH2:24]2)=[O:19])=[N:3]1. The catalyst class is: 2. (6) Product: [CH:18]1([C:26]2[C:27]([OH:28])=[C:8]([C:9]([OH:16])=[O:12])[C:7]3[C:11](=[C:3]([C:2]([F:15])([F:14])[F:1])[CH:4]=[CH:5][CH:6]=3)[N:10]=2)[C:21]2[CH:22]=[CH:23][CH:24]=[CH:25][C:20]=2[CH2:19]1. Reactant: [F:1][C:2]([F:15])([F:14])[C:3]1[CH:4]=[CH:5][CH:6]=[C:7]2[C:11]=1[NH:10][C:9](=[O:12])[C:8]2=O.[OH-:16].[K+].[CH:18]1([C:26](=O)[CH2:27][OH:28])[C:21]2[CH:22]=[CH:23][CH:24]=[CH:25][C:20]=2[CH2:19]1. The catalyst class is: 8. (7) Reactant: [F:1][C:2]1[CH:3]=[C:4]([N:9]2[CH2:13][C@H:12]([C:14](OC)=[O:15])[O:11][C:10]2=[O:18])[CH:5]=[CH:6][C:7]=1[I:8].[OH-].[NH4+:20]. Product: [F:1][C:2]1[CH:3]=[C:4]([N:9]2[CH2:13][C@H:12]([C:14]([NH2:20])=[O:15])[O:11][C:10]2=[O:18])[CH:5]=[CH:6][C:7]=1[I:8]. The catalyst class is: 10. (8) Reactant: [CH2:1]([C:5]1[N:9]([CH2:10][C:11]2[CH:16]=[CH:15][C:14]([C:17]3[CH:22]=[CH:21][CH:20]=[CH:19][C:18]=3[C:23]3[N:24]=[N:25][N:26](C(C)(C4C=CC=CC=4)C)[N:27]=3)=[CH:13][CH:12]=2)[C:8]([CH2:37][OH:38])=[C:7]([Cl:39])[N:6]=1)[CH2:2][CH2:3][CH3:4]. Product: [CH3:4][CH2:3][CH2:2][CH2:1][C:5]1[N:9]([CH2:10][C:11]2[CH:16]=[CH:15][C:14]([C:17]3[CH:22]=[CH:21][CH:20]=[CH:19][C:18]=3[C:23]3[N:27]=[N:26][NH:25][N:24]=3)=[CH:13][CH:12]=2)[C:8]([CH2:37][OH:38])=[C:7]([Cl:39])[N:6]=1. The catalyst class is: 33.